Predict which catalyst facilitates the given reaction. From a dataset of Catalyst prediction with 721,799 reactions and 888 catalyst types from USPTO. (1) Reactant: Cl.[NH:2]1[CH2:6][CH2:5][C@H:4]([OH:7])[CH2:3]1.C(N(CC)CC)C.[O:15]1[CH2:20][CH2:19][CH:18]([C:21](Cl)=[O:22])[CH2:17][CH2:16]1.CCOC(C)=O. Product: [OH:7][C@H:4]1[CH2:5][CH2:6][N:2]([C:21]([CH:18]2[CH2:19][CH2:20][O:15][CH2:16][CH2:17]2)=[O:22])[CH2:3]1. The catalyst class is: 2. (2) Reactant: [F:1][C:2]1[C:3]([CH3:13])=[C:4]2[C:9](=[CH:10][CH:11]=1)[NH:8][C:7](=[O:12])[CH2:6][CH2:5]2.[H-].[Na+].Cl[CH2:17][CH2:18][CH2:19]I.[CH2:21]([O:24][CH:25]1[CH2:30][CH2:29][NH:28][CH2:27][CH2:26]1)[CH2:22][CH3:23].[Na+].[I-].C([O-])([O-])=O.[K+].[K+]. Product: [F:1][C:2]1[C:3]([CH3:13])=[C:4]2[C:9](=[CH:10][CH:11]=1)[N:8]([CH2:17][CH2:18][CH2:19][N:28]1[CH2:29][CH2:30][CH:25]([O:24][CH2:21][CH2:22][CH3:23])[CH2:26][CH2:27]1)[C:7](=[O:12])[CH2:6][CH2:5]2. The catalyst class is: 3. (3) Reactant: [C:1]([CH2:3][C:4]([CH:6]1[CH2:9][N:8]([C:10]([O:12][C:13]([CH3:16])([CH3:15])[CH3:14])=[O:11])[CH2:7]1)=O)#[N:2].O.[NH2:18][NH2:19]. Product: [NH2:2][C:1]1[CH:3]=[C:4]([CH:6]2[CH2:9][N:8]([C:10]([O:12][C:13]([CH3:16])([CH3:15])[CH3:14])=[O:11])[CH2:7]2)[NH:19][N:18]=1. The catalyst class is: 41. (4) Reactant: [CH3:1][C:2]([CH3:29])([CH3:28])[C@H:3]([N:11]1[CH2:15][CH2:14][N:13]([CH2:16][C:17]2[CH:22]=[CH:21][C:20]([C:23]([F:26])([F:25])[F:24])=[CH:19][CH:18]=2)[C:12]1=[O:27])[C:4]([O:6]C(C)(C)C)=[O:5].FC(F)(F)C(O)=O. The catalyst class is: 4. Product: [CH3:1][C:2]([CH3:29])([CH3:28])[C@H:3]([N:11]1[CH2:15][CH2:14][N:13]([CH2:16][C:17]2[CH:22]=[CH:21][C:20]([C:23]([F:26])([F:25])[F:24])=[CH:19][CH:18]=2)[C:12]1=[O:27])[C:4]([OH:6])=[O:5]. (5) Reactant: [NH2:1][C@H:2]([C:6]([NH:8][CH:9]([CH:18]([OH:31])[CH2:19][O:20][C:21]1[C:26]([F:27])=[C:25]([F:28])[CH:24]=[C:23]([F:29])[C:22]=1[F:30])[CH2:10][C:11]([O:13][C:14]([CH3:17])([CH3:16])[CH3:15])=[O:12])=[O:7])[CH:3]([CH3:5])[CH3:4].[F:32][C:33]1[CH:34]=[C:35]2[C:39](=[CH:40][CH:41]=1)[N:38]([CH3:42])[C:37]([C:43](O)=[O:44])=[CH:36]2.CN1CCOCC1.C1C=CC2N(O)N=NC=2C=1.CCN=C=NCCCN(C)C. Product: [F:32][C:33]1[CH:34]=[C:35]2[C:39](=[CH:40][CH:41]=1)[N:38]([CH3:42])[C:37]([C:43]([NH:1][C@H:2]([C:6]([NH:8][CH:9]([CH:18]([OH:31])[CH2:19][O:20][C:21]1[C:22]([F:30])=[C:23]([F:29])[CH:24]=[C:25]([F:28])[C:26]=1[F:27])[CH2:10][C:11]([O:13][C:14]([CH3:16])([CH3:17])[CH3:15])=[O:12])=[O:7])[CH:3]([CH3:5])[CH3:4])=[O:44])=[CH:36]2. The catalyst class is: 2. (6) Reactant: [N:1]#[C:2][NH2:3].[Na].[N:5]([C:8]1[CH:13]=[CH:12][CH:11]=[CH:10][C:9]=1[CH3:14])=[C:6]=S.Cl.CN(C)CCCN=C=NCC.[CH:27]([CH:30]1[NH:35][CH2:34][CH2:33][N:32]([C:36]2[O:37][C:38]3[CH:44]=[CH:43][CH:42]=[CH:41][C:39]=3[N:40]=2)[CH2:31]1)([CH3:29])[CH3:28]. Product: [O:37]1[C:38]2[CH:44]=[CH:43][CH:42]=[CH:41][C:39]=2[N:40]=[C:36]1[N:32]1[CH2:33][CH2:34][N:35]([C:6](=[N:3][C:2]#[N:1])[NH:5][C:8]2[CH:13]=[CH:12][CH:11]=[CH:10][C:9]=2[CH3:14])[CH:30]([CH:27]([CH3:29])[CH3:28])[CH2:31]1. The catalyst class is: 9. (7) Reactant: Cl[CH2:2][C:3]1[CH:8]=[CH:7][C:6]([C:9]2[C:13]([NH:14][C:15](=[O:26])[O:16][CH:17]([C:19]3[CH:24]=[CH:23][CH:22]=[CH:21][C:20]=3[Cl:25])[CH3:18])=[CH:12][O:11][N:10]=2)=[CH:5][CH:4]=1.[SH:27][CH2:28][CH2:29][C:30]([O:32][CH3:33])=[O:31].C(N(CC)CC)C. The catalyst class is: 4. Product: [Cl:25][C:20]1[CH:21]=[CH:22][CH:23]=[CH:24][C:19]=1[CH:17]([O:16][C:15]([NH:14][C:13]1[C:9]([C:6]2[CH:7]=[CH:8][C:3]([CH2:2][S:27][CH2:28][CH2:29][C:30]([O:32][CH3:33])=[O:31])=[CH:4][CH:5]=2)=[N:10][O:11][CH:12]=1)=[O:26])[CH3:18]. (8) Reactant: [CH3:1][C:2]1[CH:7]=[CH:6][CH:5]=[CH:4][C:3]=1[C:8]1[CH:13]=[CH:12][C:11]([C:14]([O:16]C)=[O:15])=[CH:10][C:9]=1[C:18]([F:21])([F:20])[F:19].[OH-].[Na+]. Product: [CH3:1][C:2]1[CH:7]=[CH:6][CH:5]=[CH:4][C:3]=1[C:8]1[CH:13]=[CH:12][C:11]([C:14]([OH:16])=[O:15])=[CH:10][C:9]=1[C:18]([F:19])([F:20])[F:21]. The catalyst class is: 88. (9) Product: [C:13]([C:11]1[CH:10]=[N:9][CH:8]=[C:7]([CH2:6][N:1]2[CH2:5][CH2:4][CH2:3][CH2:2]2)[CH:12]=1)#[CH:14]. The catalyst class is: 1. Reactant: [N:1]1([CH2:6][C:7]2[CH:8]=[N:9][CH:10]=[C:11]([C:13]#[C:14][Si](C)(C)C)[CH:12]=2)[CH2:5][CH2:4][CH2:3][CH2:2]1.[F-].C([N+](CCCC)(CCCC)CCCC)CCC. (10) Reactant: [F:1][C:2]1[CH:9]=[CH:8][C:5]([CH:6]=[O:7])=[C:4]([S:10][CH3:11])[CH:3]=1.ClC1C=CC=C(C(OO)=[O:20])C=1.[CH3:23][S:24]([CH3:26])=[O:25].C([O-])(O)=[O:28].[Na+]. Product: [F:1][C:2]1[CH:9]=[CH:8][C:5]([CH:6]=[O:7])=[C:23]([S:24]([CH3:26])(=[O:20])=[O:25])[CH:3]=1.[F:1][C:2]1[CH:9]=[CH:8][C:5]([CH:6]=[O:7])=[C:4]([S:10]([CH3:11])=[O:28])[CH:3]=1. The catalyst class is: 2.